Dataset: Forward reaction prediction with 1.9M reactions from USPTO patents (1976-2016). Task: Predict the product of the given reaction. (1) The product is: [C:12]([O:11][C:9]1[CH:17]=[CH:18][C:19]([NH:22][C:23]([C:25]2[CH:30]=[CH:29][C:28]([N:31]3[CH2:32][CH2:33][N:34]([C:37]([O:39][C:40]([CH3:41])([CH3:43])[CH3:42])=[O:38])[CH2:35][CH2:36]3)=[CH:27][CH:26]=2)=[CH2:1])=[CH:20][CH:8]=1)(=[O:13])[CH3:14]. Given the reactants [CH3:1]CN(CC)CC.[CH3:8][C:9]([O:11][C:12]([CH3:14])=[O:13])=O.OC1C=[CH:20][C:19]([NH:22][C:23]([C:25]2[CH:30]=[CH:29][C:28]([N:31]3[CH2:36][CH2:35][N:34]([C:37]([O:39][C:40]([CH3:43])([CH3:42])[CH3:41])=[O:38])[CH2:33][CH2:32]3)=[CH:27][CH:26]=2)=O)=[CH:18][CH:17]=1, predict the reaction product. (2) Given the reactants [CH2:1]([O:4][C:5]1[CH:10]=[CH:9][C:8]([CH2:11][SH:12])=[C:7]([CH3:13])[CH:6]=1)[CH:2]=[CH2:3].[CH3:14][N:15]1[C:19]([CH2:20][CH2:21]OS(C2C=CC(C)=CC=2)(=O)=O)=[CH:18][CH:17]=[N:16]1.[H-].[Na+], predict the reaction product. The product is: [CH2:1]([O:4][C:5]1[CH:10]=[CH:9][C:8]([CH2:11][S:12][CH2:21][CH2:20][C:19]2[N:15]([CH3:14])[N:16]=[CH:17][CH:18]=2)=[C:7]([CH3:13])[CH:6]=1)[CH:2]=[CH2:3]. (3) Given the reactants [F:1][C:2]1[CH:29]=[C:28]([N+:30]([O-])=O)[CH:27]=[CH:26][C:3]=1[O:4][C:5]1[CH:10]=[CH:9][N:8]=[C:7]2[CH:11]=[C:12]([C:14]3[CH:19]=[CH:18][C:17]([CH2:20][N:21]4[CH2:25][CH2:24][CH2:23][CH2:22]4)=[CH:16][CH:15]=3)[S:13][C:6]=12.[BH4-].[Na+], predict the reaction product. The product is: [F:1][C:2]1[CH:29]=[C:28]([NH2:30])[CH:27]=[CH:26][C:3]=1[O:4][C:5]1[CH:10]=[CH:9][N:8]=[C:7]2[CH:11]=[C:12]([C:14]3[CH:15]=[CH:16][C:17]([CH2:20][N:21]4[CH2:25][CH2:24][CH2:23][CH2:22]4)=[CH:18][CH:19]=3)[S:13][C:6]=12. (4) Given the reactants [O:1]=[C:2]1[N:7]([CH2:8][C:9]([OH:11])=O)[N:6]=[N:5][C:4]2[CH:12]=[CH:13][CH:14]=[CH:15][C:3]1=2.[Cl:16][C:17]1[CH:22]=[CH:21][C:20]([C@@H:23]([NH2:25])[CH3:24])=[CH:19][CH:18]=1, predict the reaction product. The product is: [Cl:16][C:17]1[CH:22]=[CH:21][C:20]([C@@H:23]([NH:25][C:9](=[O:11])[CH2:8][N:7]2[C:2](=[O:1])[C:3]3[CH:15]=[CH:14][CH:13]=[CH:12][C:4]=3[N:5]=[N:6]2)[CH3:24])=[CH:19][CH:18]=1. (5) Given the reactants [Cl:1][C:2]1[CH:3]=[C:4]([CH:8]=[C:9]([CH3:11])[CH:10]=1)[C:5](O)=[O:6].O1CCCC1.B, predict the reaction product. The product is: [Cl:1][C:2]1[CH:3]=[C:4]([CH2:5][OH:6])[CH:8]=[C:9]([CH3:11])[CH:10]=1. (6) Given the reactants [NH2:1][C:2]([CH3:9])([CH2:5][CH:6]1[CH2:8][CH2:7]1)[C:3]#[N:4].C(N(CC)CC)C.[C:17](O[C:17]([O:19][C:20]([CH3:23])([CH3:22])[CH3:21])=[O:18])([O:19][C:20]([CH3:23])([CH3:22])[CH3:21])=[O:18], predict the reaction product. The product is: [C:20]([O:19][C:17](=[O:18])[NH:1][C:2]([C:3]#[N:4])([CH3:9])[CH2:5][CH:6]1[CH2:8][CH2:7]1)([CH3:23])([CH3:22])[CH3:21]. (7) Given the reactants C(OC(N1C2C(=CC(C3C=CC=CC=3OC)=CC=2)C(C(O)C)=CC1(C)C)=O)(C)(C)C.[CH3:31][O:32][C:33]1[CH:38]=[CH:37][CH:36]=[CH:35][C:34]=1[C:39]1[CH:40]=[C:41]2[C:46](=[CH:47][CH:48]=1)[NH:45][C:44]([CH3:50])([CH3:49])[CH:43]=[C:42]2[CH:51]([O:53][CH2:54][CH2:55][CH2:56][C:57]1C=CC=CC=1)[CH3:52].C[Si]([N-][Si](C)(C)C)(C)C.[Na+], predict the reaction product. The product is: [CH2:54]([O:53][CH:51]([C:42]1[C:41]2[C:46](=[CH:47][CH:48]=[C:39]([C:34]3[CH:35]=[CH:36][CH:37]=[CH:38][C:33]=3[O:32][CH3:31])[CH:40]=2)[NH:45][C:44]([CH3:50])([CH3:49])[CH:43]=1)[CH3:52])/[CH:55]=[CH:56]/[CH3:57].